From a dataset of Full USPTO retrosynthesis dataset with 1.9M reactions from patents (1976-2016). Predict the reactants needed to synthesize the given product. (1) Given the product [C:10]([O:13][CH2:14][CH:15]([CH2:20][O:21][C:22](=[O:24])[CH3:23])[CH2:16][C:17](=[O:7])[CH2:18][Br:9])(=[O:12])[CH3:11], predict the reactants needed to synthesize it. The reactants are: BrN1C(=[O:7])CCC1=O.[BrH:9].[C:10]([O:13][CH2:14][CH:15]([CH2:20][O:21][C:22](=[O:24])[CH3:23])[CH2:16][C:17](Br)=[CH2:18])(=[O:12])[CH3:11].S([O-])([O-])(=O)=S.[Na+].[Na+]. (2) Given the product [C:13]([C:12]1[C:2]([N:18]2[CH2:21][CH:20]([C:22]([OH:24])=[O:23])[CH2:19]2)=[N:3][C:4]([N:15]([CH3:17])[CH3:16])=[C:5]([C:6]([O:8][CH2:9][CH3:10])=[O:7])[CH:11]=1)#[N:14], predict the reactants needed to synthesize it. The reactants are: Cl[C:2]1[C:12]([C:13]#[N:14])=[CH:11][C:5]([C:6]([O:8][CH2:9][CH3:10])=[O:7])=[C:4]([N:15]([CH3:17])[CH3:16])[N:3]=1.[NH:18]1[CH2:21][CH:20]([C:22]([OH:24])=[O:23])[CH2:19]1.